Dataset: Peptide-MHC class II binding affinity with 134,281 pairs from IEDB. Task: Regression. Given a peptide amino acid sequence and an MHC pseudo amino acid sequence, predict their binding affinity value. This is MHC class II binding data. (1) The peptide sequence is ERSLWIIFSKNLNIK. The MHC is DRB1_0901 with pseudo-sequence DRB1_0901. The binding affinity (normalized) is 0.747. (2) The MHC is DRB5_0101 with pseudo-sequence DRB5_0101. The binding affinity (normalized) is 0.614. The peptide sequence is GELQIVDKIDAADKI.